Dataset: Forward reaction prediction with 1.9M reactions from USPTO patents (1976-2016). Task: Predict the product of the given reaction. The product is: [Cl:1][C:2]1[N:10]=[C:9]([C:11]([F:13])([F:14])[F:12])[N:8]=[C:7]2[C:3]=1[N:4]=[C:5]([C:28](=[O:30])[CH3:29])[N:6]2[CH2:15][CH3:16]. Given the reactants [Cl:1][C:2]1[N:10]=[C:9]([C:11]([F:14])([F:13])[F:12])[N:8]=[C:7]2[C:3]=1[N:4]=[CH:5][N:6]2[CH2:15][CH3:16].[Li+].CC([N-]C(C)C)C.CON(C)[C:28](=[O:30])[CH3:29], predict the reaction product.